Dataset: Full USPTO retrosynthesis dataset with 1.9M reactions from patents (1976-2016). Task: Predict the reactants needed to synthesize the given product. Given the product [Cl:24][C:25]1[CH:30]=[CH:29][C:28]([NH:31][C:32]([NH:1][C:2]2[CH:3]=[C:4]([CH:21]=[CH:22][CH:23]=2)[O:5][C:6]2[CH:18]=[CH:17][C:9]3[N:10]=[C:11]([NH:13][C:14](=[O:16])[CH3:15])[S:12][C:8]=3[C:7]=2[C:19]#[N:20])=[O:33])=[CH:27][C:26]=1[C:34]([F:35])([F:36])[F:37], predict the reactants needed to synthesize it. The reactants are: [NH2:1][C:2]1[CH:3]=[C:4]([CH:21]=[CH:22][CH:23]=1)[O:5][C:6]1[CH:18]=[CH:17][C:9]2[N:10]=[C:11]([NH:13][C:14](=[O:16])[CH3:15])[S:12][C:8]=2[C:7]=1[C:19]#[N:20].[Cl:24][C:25]1[CH:30]=[CH:29][C:28]([N:31]=[C:32]=[O:33])=[CH:27][C:26]=1[C:34]([F:37])([F:36])[F:35].